From a dataset of Forward reaction prediction with 1.9M reactions from USPTO patents (1976-2016). Predict the product of the given reaction. (1) Given the reactants Br[CH2:2][C:3]1[CH:4]=[C:5]([S:9]([NH2:12])(=[O:11])=[O:10])[CH:6]=[CH:7][CH:8]=1.[NH:13]1[CH:17]=[CH:16][CH:15]=[N:14]1.O.C(=O)([O-])O.[Na+], predict the reaction product. The product is: [N:13]1([CH2:2][C:3]2[CH:4]=[C:5]([S:9]([NH2:12])(=[O:11])=[O:10])[CH:6]=[CH:7][CH:8]=2)[CH:17]=[CH:16][CH:15]=[N:14]1. (2) Given the reactants C([O:4][CH2:5][C:6]1[CH:11]=[CH:10][C:9]([C:12]2[C:21]([C:22]3[CH:27]=[CH:26][CH:25]=[CH:24][CH:23]=3)=[CH:20][C:19]3[C:18](=[O:28])[NH:17][CH:16]=[CH:15][C:14]=3[N:13]=2)=[CH:8][CH:7]=1)(=O)C.[H-].[Na+].Br[CH2:32][CH2:33][OH:34], predict the reaction product. The product is: [OH:34][CH2:33][CH2:32][N:17]1[CH:16]=[CH:15][C:14]2[N:13]=[C:12]([C:9]3[CH:8]=[CH:7][C:6]([CH2:5][OH:4])=[CH:11][CH:10]=3)[C:21]([C:22]3[CH:23]=[CH:24][CH:25]=[CH:26][CH:27]=3)=[CH:20][C:19]=2[C:18]1=[O:28]. (3) Given the reactants [Br:1][C:2]1[CH:7]=[CH:6][C:5]([N:8]2[CH:12]=[CH:11][N:10]=[CH:9]2)=[CH:4][CH:3]=1.Br[CH2:14][CH2:15][CH2:16][CH2:17][CH2:18][CH2:19][CH3:20], predict the reaction product. The product is: [Br-:1].[Br:1][C:2]1[CH:3]=[CH:4][C:5]([N+:8]2[CH:12]=[CH:11][N:10]([CH2:14][CH2:15][CH2:16][CH2:17][CH2:18][CH2:19][CH3:20])[CH:9]=2)=[CH:6][CH:7]=1. (4) The product is: [CH3:13][N:9]1[C:10]2[C:6](=[CH:5][C:4]([N+:1]([O-:3])=[O:2])=[CH:12][CH:11]=2)[CH2:7][CH2:8]1. Given the reactants [N+:1]([C:4]1[CH:5]=[C:6]2[C:10](=[CH:11][CH:12]=1)[NH:9][CH2:8][CH2:7]2)([O-:3])=[O:2].[C:13](O)(=O)C.C([O-])(=O)C.[Na+].C([BH3-])#N.[Na+].C([O-])(O)=O.[Na+], predict the reaction product. (5) Given the reactants C(O[C:4]([C:6]1([CH2:12][CH2:13]OC)[CH2:11][CH2:10][NH:9][CH2:8][CH2:7]1)=[O:5])C.[S:16]1[CH:20]=[CH:19][CH:18]=[C:17]1[S:21](Cl)(=[O:23])=[O:22].[F:25][C:26]([F:36])([F:35])[O:27][C:28]1[CH:34]=[CH:33][C:31]([NH2:32])=[CH:30][CH:29]=1, predict the reaction product. The product is: [S:16]1[CH:20]=[CH:19][CH:18]=[C:17]1[S:21]([N:9]1[CH2:8][CH2:7][C:6]2([C:4](=[O:5])[N:32]([C:31]3[CH:33]=[CH:34][C:28]([O:27][C:26]([F:25])([F:35])[F:36])=[CH:29][CH:30]=3)[CH2:13][CH2:12]2)[CH2:11][CH2:10]1)(=[O:23])=[O:22]. (6) Given the reactants [CH2:1]([O:3][C:4]1[CH:13]=[C:12]2[C:7]([CH:8]=[CH:9][C:10]([O:14][CH:15]([CH2:19][CH3:20])[C:16]([OH:18])=O)=[CH:11]2)=[CH:6][CH:5]=1)[CH3:2].[I-].ClC1C=CC=C[N+]=1C.C(N(CC)C(C)C)(C)C.[NH2:39][C:40]([CH3:44])([CH3:43])[C:41]#[N:42], predict the reaction product. The product is: [C:41]([C:40]([NH:39][C:16](=[O:18])[CH:15]([O:14][C:10]1[CH:9]=[CH:8][C:7]2[C:12](=[CH:13][C:4]([O:3][CH2:1][CH3:2])=[CH:5][CH:6]=2)[CH:11]=1)[CH2:19][CH3:20])([CH3:44])[CH3:43])#[N:42]. (7) Given the reactants [Cl:1][C:2]1[CH:3]=[C:4]([C:9]2[CH:14]=[C:13]([N:15]3[CH2:20][CH2:19][N:18]([C:21]4[C:26]([CH3:27])=[CH:25][C:24]([N+:28]([O-])=O)=[CH:23][N:22]=4)[CH2:17][CH2:16]3)[N:12]=[C:11]([N:31]3[CH2:35][CH2:34][CH2:33][CH:32]3[CH3:36])[N:10]=2)[CH:5]=[CH:6][C:7]=1[F:8], predict the reaction product. The product is: [Cl:1][C:2]1[CH:3]=[C:4]([C:9]2[N:10]=[C:11]([N:31]3[CH2:35][CH2:34][CH2:33][CH:32]3[CH3:36])[N:12]=[C:13]([N:15]3[CH2:16][CH2:17][N:18]([C:21]4[N:22]=[CH:23][C:24]([NH2:28])=[CH:25][C:26]=4[CH3:27])[CH2:19][CH2:20]3)[CH:14]=2)[CH:5]=[CH:6][C:7]=1[F:8].